From a dataset of Forward reaction prediction with 1.9M reactions from USPTO patents (1976-2016). Predict the product of the given reaction. (1) The product is: [C:12]([O:11][C:9]([N:4]1[CH2:5][CH2:6][C@H:7]([NH2:23])[C@H:2]([F:1])[CH2:3]1)=[O:10])([CH3:15])([CH3:14])[CH3:13]. Given the reactants [F:1][CH:2]1[C:7](=O)[CH2:6][CH2:5][N:4]([C:9]([O:11][C:12]([CH3:15])([CH3:14])[CH3:13])=[O:10])[CH2:3]1.C([NH2:23])C1C=CC=CC=1.C(O[BH-](OC(=O)C)OC(=O)C)(=O)C.[Na+], predict the reaction product. (2) Given the reactants S(OC)(OC)(=O)=O.[Cl:8][C:9]1[C:10]([C:16]2[CH:21]=[CH:20][CH:19]=[CH:18][CH:17]=2)=[N+:11]([O-])[CH:12]=[CH:13][CH:14]=1.[C-:22]#[N:23].[K+], predict the reaction product. The product is: [Cl:8][C:9]1[CH:14]=[CH:13][C:12]([C:22]#[N:23])=[N:11][C:10]=1[C:16]1[CH:21]=[CH:20][CH:19]=[CH:18][CH:17]=1. (3) Given the reactants [Cl:1][CH2:2][CH2:3][CH2:4][C:5]1[CH:6]=[C:7]2[C:12](=[CH:13][CH:14]=1)[NH:11][CH2:10][C:9]([CH3:16])([CH3:15])[CH2:8]2.[C:17](O)(=[O:19])[CH3:18], predict the reaction product. The product is: [Cl:1][CH2:2][CH2:3][CH2:4][C:5]1[CH:6]=[C:7]2[C:12](=[CH:13][CH:14]=1)[N:11]([C:17](=[O:19])[CH3:18])[CH2:10][C:9]([CH3:16])([CH3:15])[CH2:8]2. (4) Given the reactants [F:1][C:2]1[CH:7]=[CH:6][C:5]([N:8]2[C:16]3[C:11](=[CH:12][C:13]([O:17][C@H:18]([C:22]4[CH:27]=[CH:26][CH:25]=[C:24]([O:28][CH3:29])[CH:23]=4)[C@@H:19]([NH2:21])[CH3:20])=[CH:14][CH:15]=3)[CH:10]=[N:9]2)=[CH:4][CH:3]=1.[CH3:30][C:31]1[N:32]=[CH:33][S:34][C:35]=1[C:36](O)=[O:37], predict the reaction product. The product is: [F:1][C:2]1[CH:3]=[CH:4][C:5]([N:8]2[C:16]3[C:11](=[CH:12][C:13]([O:17][C@H:18]([C:22]4[CH:27]=[CH:26][CH:25]=[C:24]([O:28][CH3:29])[CH:23]=4)[C@@H:19]([NH:21][C:36]([C:35]4[S:34][CH:33]=[N:32][C:31]=4[CH3:30])=[O:37])[CH3:20])=[CH:14][CH:15]=3)[CH:10]=[N:9]2)=[CH:6][CH:7]=1. (5) The product is: [F:25][C:22]1[CH:23]=[CH:24][C:19]([CH2:18][N:10]([C:11]2[CH:12]=[CH:13][C:14]([F:17])=[CH:15][CH:16]=2)[C:8]([CH:7]=[C:5]([OH:6])[C:4]([OH:26])=[O:3])=[O:9])=[CH:20][CH:21]=1. Given the reactants CC1(C)[O:6][C:5](=[CH:7][C:8]([N:10]([CH2:18][C:19]2[CH:24]=[CH:23][C:22]([F:25])=[CH:21][CH:20]=2)[C:11]2[CH:16]=[CH:15][C:14]([F:17])=[CH:13][CH:12]=2)=[O:9])[C:4](=[O:26])[O:3]1.N#N, predict the reaction product. (6) Given the reactants [CH2:1]([C:5]1[C:10]([CH2:11][NH2:12])=[C:9]([C:13]2[CH:18]=[CH:17][C:16]([CH3:19])=[CH:15][CH:14]=2)[C:8]([S:20]([C:23]2[CH:28]=[CH:27][C:26]([CH3:29])=[CH:25][CH:24]=2)(=[O:22])=[O:21])=[C:7]([CH3:30])[N:6]=1)[CH:2]([CH3:4])[CH3:3].O.[C:32]1([CH3:42])[CH:37]=[CH:36][C:35]([S:38]([OH:41])(=[O:40])=[O:39])=[CH:34][CH:33]=1, predict the reaction product. The product is: [CH3:42][C:32]1[CH:33]=[CH:34][C:35]([S:38]([OH:41])(=[O:40])=[O:39])=[CH:36][CH:37]=1.[CH2:1]([C:5]1[C:10]([CH2:11][NH2:12])=[C:9]([C:13]2[CH:18]=[CH:17][C:16]([CH3:19])=[CH:15][CH:14]=2)[C:8]([S:20]([C:23]2[CH:28]=[CH:27][C:26]([CH3:29])=[CH:25][CH:24]=2)(=[O:21])=[O:22])=[C:7]([CH3:30])[N:6]=1)[CH:2]([CH3:4])[CH3:3]. (7) Given the reactants [Cl:1][C:2]1[CH:24]=[CH:23][C:5]([CH2:6][NH:7][C:8]([C:10]2[C:11](=[O:22])[C:12]3[CH:19]=[C:18]([CH2:20]Cl)[S:17][C:13]=3[N:14]([CH3:16])[CH:15]=2)=[O:9])=[CH:4][CH:3]=1.[N:25]1[CH:30]=[CH:29][CH:28]=[CH:27][C:26]=1[CH:31]([CH:33]1[CH2:37][CH2:36][CH2:35][NH:34]1)[OH:32], predict the reaction product. The product is: [Cl:1][C:2]1[CH:24]=[CH:23][C:5]([CH2:6][NH:7][C:8]([C:10]2[C:11](=[O:22])[C:12]3[CH:19]=[C:18]([CH2:20][N:34]4[CH2:35][CH2:36][CH2:37][C@@H:33]4[C@@H:31]([OH:32])[C:26]4[CH:27]=[CH:28][CH:29]=[CH:30][N:25]=4)[S:17][C:13]=3[N:14]([CH3:16])[CH:15]=2)=[O:9])=[CH:4][CH:3]=1.